Dataset: Forward reaction prediction with 1.9M reactions from USPTO patents (1976-2016). Task: Predict the product of the given reaction. (1) Given the reactants C(N(CC)CC)C.[C:8](Cl)(=[O:10])[CH3:9].[F:12][C:13]1[CH:14]=[CH:15][C:16]2[N:17]([C:19]([C:22]3[N:30]=[C:29]4[C:25]([N:26]([CH2:38][O:39][CH2:40][CH2:41][Si:42]([CH3:45])([CH3:44])[CH3:43])[C:27](=[O:37])[N:28]4[C@@H:31]4[CH2:36][CH2:35][CH2:34][NH:33][CH2:32]4)=[CH:24][N:23]=3)=[CH:20][N:21]=2)[CH:18]=1, predict the reaction product. The product is: [C:8]([N:33]1[CH2:34][CH2:35][CH2:36][C@@H:31]([N:28]2[C:27](=[O:37])[N:26]([CH2:38][O:39][CH2:40][CH2:41][Si:42]([CH3:45])([CH3:44])[CH3:43])[C:25]3[C:29]2=[N:30][C:22]([C:19]2[N:17]4[CH:18]=[C:13]([F:12])[CH:14]=[CH:15][C:16]4=[N:21][CH:20]=2)=[N:23][CH:24]=3)[CH2:32]1)(=[O:10])[CH3:9]. (2) Given the reactants [Cl:1][C:2]1[N:7]=[C:6]2[NH:8][N:9]=[CH:10][C:5]2=[C:4]([CH:11]([F:13])[F:12])[CH:3]=1.CI.[C:16](=O)([O-])[O-].[K+].[K+].O, predict the reaction product. The product is: [Cl:1][C:2]1[CH:3]=[C:4]([CH:11]([F:12])[F:13])[C:5]2[C:6](=[N:8][N:9]([CH3:16])[CH:10]=2)[N:7]=1. (3) Given the reactants C(OC(NC(C(C)(C)C)C(O)=O)=O)(C)(C)C.C1[C:25]2[C:20](=[CH:21][CH:22]=[CH:23][CH:24]=2)[C@H](N)[C@@H]1O.C(O[C:33](=[O:53])[NH:34][CH:35]([C:40](=[O:52])[NH:41][CH:42]1[C:50]2[C:45](=[CH:46][CH:47]=[CH:48][CH:49]=2)[CH2:44][CH:43]1[OH:51])[C:36]([CH3:39])(C)C)(C)(C)C.ClNC(=O)[O-].C([O:61][C:62]([C:64]1([NH:69][C:70]([CH:72]2[CH2:76][CH:75]([O:77][C:78]3[C:87]4[C:82](=[CH:83][C:84]([O:88][CH3:89])=[CH:85][CH:86]=4)[N:81]=[C:80]([C:90]4[CH:95]=[CH:94][CH:93]=[CH:92][CH:91]=4)[CH:79]=3)[CH2:74][N:73]2C(=O)NC(C(=O)NC2C3C(=CC=CC=3)CC2O)C(C)(C)C)=[O:71])[CH2:66][CH:65]1[CH:67]=[CH2:68])=[O:63])C, predict the reaction product. The product is: [OH:51][C@@H:43]1[CH2:44][C:45]2[C:50](=[CH:49][CH:48]=[CH:47][CH:46]=2)[C@@H:42]1[NH:41][C:40]([C@@H:35]([NH:34][C:33]([N:73]1[CH2:74][C@H:75]([O:77][C:78]2[C:87]3[C:82](=[CH:83][C:84]([O:88][CH3:89])=[CH:85][CH:86]=3)[N:81]=[C:80]([C:90]3[CH:95]=[CH:94][CH:93]=[CH:92][CH:91]=3)[CH:79]=2)[CH2:76][C@H:72]1[C:70]([NH:69][C@:64]1([C:62]([OH:63])=[O:61])[CH2:66][C@H:65]1[CH:67]=[CH2:68])=[O:71])=[O:53])[CH2:36][CH2:39][C:20]1[CH:25]=[CH:24][CH:23]=[CH:22][CH:21]=1)=[O:52]. (4) Given the reactants [Cl:1][C:2]1[CH:7]=[CH:6][CH:5]=[CH:4][C:3]=1[CH2:8][CH2:9][N:10]1[C:19](=[O:20])[C:18]2[CH2:17][CH2:16][CH2:15][CH2:14][C:13]=2[N:12]=[C:11]1[C:21]1[CH:26]=[CH:25][CH:24]=[CH:23][C:22]=1[O:27]C.B(Br)(Br)Br, predict the reaction product. The product is: [Cl:1][C:2]1[CH:7]=[CH:6][CH:5]=[CH:4][C:3]=1[CH2:8][CH2:9][N:10]1[C:19](=[O:20])[C:18]2[CH2:17][CH2:16][CH2:15][CH2:14][C:13]=2[N:12]=[C:11]1[C:21]1[CH:26]=[CH:25][CH:24]=[CH:23][C:22]=1[OH:27]. (5) Given the reactants Cl.[F:2][C:3]1([F:29])[CH2:7][CH2:6][C@@H:5]([C@@:8]([OH:28])([C:22]2[CH:27]=[CH:26][CH:25]=[CH:24][CH:23]=2)[C:9]([O:11][CH2:12][CH2:13][CH:14]2[CH2:19][CH2:18][N:17]([CH:20]=[NH:21])[CH2:16][CH2:15]2)=[O:10])[CH2:4]1.[Br-:30].[Na+], predict the reaction product. The product is: [BrH:30].[F:29][C:3]1([F:2])[CH2:7][CH2:6][C@@H:5]([C@@:8]([OH:28])([C:22]2[CH:23]=[CH:24][CH:25]=[CH:26][CH:27]=2)[C:9]([O:11][CH2:12][CH2:13][CH:14]2[CH2:15][CH2:16][N:17]([CH:20]=[NH:21])[CH2:18][CH2:19]2)=[O:10])[CH2:4]1. (6) Given the reactants [CH3:1][O:2][C:3]1[CH:4]=[C:5]([NH:11][CH:12]=[C:13]2[C:18](=[O:19])OC(C)(C)OC2=O)[CH:6]=[C:7]([O:9][CH3:10])[CH:8]=1.CCCCCC, predict the reaction product. The product is: [CH3:10][O:9][C:7]1[CH:8]=[C:3]([O:2][CH3:1])[CH:4]=[C:5]2[C:6]=1[C:18]([OH:19])=[CH:13][CH:12]=[N:11]2. (7) Given the reactants [CH3:1][NH:2][CH3:3].[Cl:4][C:5]1[CH:6]=[CH:7][C:8]([N:13]2[C:17]3=[N:18][C:19]4[C:24]([Cl:25])=[CH:23][CH:22]=[C:21]([CH:26]([CH2:29][CH3:30])[CH2:27][CH3:28])[C:20]=4[N:16]3[CH2:15][CH2:14]2)=[C:9]([CH:12]=1)[CH:10]=O.C(O)(=O)C.C([BH3-])#N.[Na+], predict the reaction product. The product is: [Cl:4][C:5]1[CH:6]=[CH:7][C:8]([N:13]2[C:17]3=[N:18][C:19]4[C:24]([Cl:25])=[CH:23][CH:22]=[C:21]([CH:26]([CH2:29][CH3:30])[CH2:27][CH3:28])[C:20]=4[N:16]3[CH2:15][CH2:14]2)=[C:9]([CH2:10][N:2]([CH3:3])[CH3:1])[CH:12]=1. (8) Given the reactants [CH3:1][O:2][C:3](=[O:15])[CH2:4][NH:5][C:6]([C:8]1[CH:13]=[CH:12][N:11]=[CH:10][C:9]=1[NH2:14])=[O:7].[C:16](N1C=CN=C1)(N1C=CN=C1)=[O:17].N12CCCN=C1CCCCC2, predict the reaction product. The product is: [CH3:1][O:2][C:3](=[O:15])[CH2:4][N:5]1[C:6](=[O:7])[C:8]2[CH:13]=[CH:12][N:11]=[CH:10][C:9]=2[NH:14][C:16]1=[O:17]. (9) Given the reactants S(O)(O)(=O)=O.[CH3:6][O:7][C:8](=[O:12])[CH2:9][CH2:10][NH2:11].CO.C(N(CC)CC)C.[CH2:22]([O:24]C(Cl)=O)C, predict the reaction product. The product is: [CH3:6][O:7][C:8]([CH2:9][CH2:10][N:11]=[C:22]=[O:24])=[O:12]. (10) Given the reactants B(Br)(Br)Br.C[O:6][C:7]1[CH:12]=[CH:11][C:10]([O:13]C)=[CH:9][C:8]=1[C:15](=[O:25])[CH2:16][C:17]1[CH:22]=[CH:21][CH:20]=[C:19]([O:23]C)[CH:18]=1.CO.O, predict the reaction product. The product is: [OH:6][C:7]1[CH:12]=[CH:11][C:10]([OH:13])=[CH:9][C:8]=1[C:15](=[O:25])[CH2:16][C:17]1[CH:22]=[CH:21][CH:20]=[C:19]([OH:23])[CH:18]=1.